Dataset: Reaction yield outcomes from USPTO patents with 853,638 reactions. Task: Predict the reaction yield, written as a fraction of the theoretical maximum amount of product (1.0 means a 100% yield; for example, 0.34 means a 34% yield). (1) The reactants are [CH3:1][C:2]1[CH:3]=[C:4]([CH:7]=[C:8]([CH3:17])[C:9]=1[O:10]COCCOC)[CH:5]=O.[CH3:18][O:19][C:20]1[CH:21]=[C:22]([CH:26]=[CH:27][C:28]=1[O:29][CH3:30])[CH2:23][C:24]#[N:25]. No catalyst specified. The product is [CH3:18][O:19][C:20]1[CH:21]=[C:22](/[C:23](=[CH:5]/[C:4]2[CH:7]=[C:8]([CH3:17])[C:9]([OH:10])=[C:2]([CH3:1])[CH:3]=2)/[C:24]#[N:25])[CH:26]=[CH:27][C:28]=1[O:29][CH3:30]. The yield is 0.570. (2) The reactants are [N+:1]([C:4]1[CH:9]=[CH:8][C:7]([S:10][C:11]2[NH:12][CH:13]=[CH:14][N:15]=2)=[CH:6][CH:5]=1)([O-:3])=[O:2]. The catalyst is C(#N)C=C. The product is [C:4]([CH2:5][CH2:6][N:15]1[CH:14]=[CH:13][N:12]=[C:11]1[S:10][C:7]1[CH:8]=[CH:9][C:4]([N+:1]([O-:3])=[O:2])=[CH:5][CH:6]=1)#[N:1]. The yield is 0.740. (3) The reactants are F.F.F.C(N(CC)CC)C.C(N(CC)CC)C.[Si]([O:35][CH2:36][C@H:37]1[O:41][C@@H:40]([N:42]2[CH:49]=[C:48]([CH3:50])[C:46](=[O:47])[NH:45][C:43]2=[O:44])[C@H:39]([O:51][CH2:52][CH2:53][O:54][N:55]([CH3:57])[CH3:56])[C@@H:38]1[OH:58])(C(C)(C)C)(C1C=CC=CC=1)C1C=CC=CC=1.CO. The catalyst is C1COCC1.C(Cl)Cl. The product is [CH3:56][N:55]([CH3:57])[O:54][CH2:53][CH2:52][O:51][C@@H:39]1[C@H:38]([OH:58])[C@@H:37]([CH2:36][OH:35])[O:41][C@H:40]1[N:42]1[CH:49]=[C:48]([CH3:50])[C:46](=[O:47])[NH:45][C:43]1=[O:44]. The yield is 0.925. (4) The reactants are [C:1]1([CH2:7][CH2:8][CH2:9][CH2:10][C:11]([NH:13][C:14]2[CH:23]=[CH:22][C:17]([C:18]([NH:20][NH2:21])=[O:19])=[CH:16][CH:15]=2)=[O:12])[CH:6]=[CH:5][CH:4]=[CH:3][CH:2]=1.[Cl:24][C:25]1[CH:26]=[C:27]([N:32]=[C:33]=[S:34])[CH:28]=[CH:29][C:30]=1[Cl:31]. The catalyst is CC(N(C)C)=O. The product is [C:1]1([CH2:7][CH2:8][CH2:9][CH2:10][C:11]([NH:13][C:14]2[CH:15]=[CH:16][C:17]([C:18]([NH:20][NH:21][C:33]([NH:32][C:27]3[CH:28]=[CH:29][C:30]([Cl:31])=[C:25]([Cl:24])[CH:26]=3)=[S:34])=[O:19])=[CH:22][CH:23]=2)=[O:12])[CH:6]=[CH:5][CH:4]=[CH:3][CH:2]=1. The yield is 0.310. (5) The reactants are Br[CH2:2][C:3]([C:5]1[CH:10]=[CH:9][CH:8]=[C:7]([Br:11])[CH:6]=1)=[O:4].[NH:12]1[CH2:16][CH2:15][CH2:14][CH2:13]1.O. The catalyst is CCOCC. The product is [Br:11][C:7]1[CH:6]=[C:5]([C:3](=[O:4])[CH2:2][N:12]2[CH2:16][CH2:15][CH2:14][CH2:13]2)[CH:10]=[CH:9][CH:8]=1. The yield is 0.940. (6) The catalyst is CN(C=O)C.ClCCl.C(OCC)(=O)C. The product is [F:1][C:2]1[CH:3]=[C:4]2[C:8](=[CH:9][CH:10]=1)[NH:7][CH:6]=[C:5]2[CH2:11][CH2:12][NH:13][C:20]([C:19]1[S:18][C:17]([C:23]2[CH:28]=[CH:27][C:26]([CH3:29])=[CH:25][CH:24]=2)=[N:16][C:15]=1[CH3:14])=[O:21]. The reactants are [F:1][C:2]1[CH:3]=[C:4]2[C:8](=[CH:9][CH:10]=1)[NH:7][CH:6]=[C:5]2[CH2:11][CH2:12][NH2:13].[CH3:14][C:15]1[N:16]=[C:17]([C:23]2[CH:28]=[CH:27][C:26]([CH3:29])=[CH:25][CH:24]=2)[S:18][C:19]=1[C:20](O)=[O:21].CN(C(ON1N=NC2C=CC=NC1=2)=[N+](C)C)C.F[P-](F)(F)(F)(F)F.C(N(CC)C(C)C)(C)C. The yield is 0.270. (7) The reactants are [NH2:1][C:2]1[C:3]([NH:28][CH:29]2[CH2:33][CH2:32][CH2:31][CH2:30]2)=[N:4][C:5]([NH:8][C:9]2[CH:14]=[CH:13][C:12]([N:15]3[CH2:20][CH2:19][N:18]([C:21]([O:23][C:24]([CH3:27])([CH3:26])[CH3:25])=[O:22])[CH2:17][CH2:16]3)=[CH:11][CH:10]=2)=[N:6][CH:7]=1.[C:34](OCCCC)(=O)[CH:35]=[O:36].CC(O)=O. The catalyst is CCO. The product is [C:24]([O:23][C:21]([N:18]1[CH2:19][CH2:20][N:15]([C:12]2[CH:13]=[CH:14][C:9]([NH:8][C:5]3[N:6]=[CH:7][C:2]4[N:1]=[CH:34][C:35](=[O:36])[N:28]([CH:29]5[CH2:30][CH2:31][CH2:32][CH2:33]5)[C:3]=4[N:4]=3)=[CH:10][CH:11]=2)[CH2:16][CH2:17]1)=[O:22])([CH3:27])([CH3:26])[CH3:25]. The yield is 0.430. (8) The reactants are [C:1]([C:4]1[C:22](=[O:23])[C@@:8]2([CH3:24])[C:9]3[C:15]([OH:16])=[CH:14][C:13]([O:17][CH3:18])=[C:12]([C:19]([NH2:21])=[O:20])[C:10]=3[O:11][C:7]2=[CH:6][C:5]=1[OH:25])(=[O:3])[CH3:2].[F:26][C:27]1[CH:34]=[CH:33][CH:32]=[CH:31][C:28]=1[CH:29]=O.C([SiH](CC)CC)C.FC(F)(F)C(O)=O. The catalyst is C1(C)C=CC=CC=1. The product is [C:1]([C:4]1[C:22](=[O:23])[C@@:8]2([CH3:24])[C:9]3[C:15]([OH:16])=[CH:14][C:13]([O:17][CH3:18])=[C:12]([C:19]([NH:21][CH2:29][C:28]4[CH:31]=[CH:32][CH:33]=[CH:34][C:27]=4[F:26])=[O:20])[C:10]=3[O:11][C:7]2=[CH:6][C:5]=1[OH:25])(=[O:3])[CH3:2]. The yield is 0.750.